From a dataset of Catalyst prediction with 721,799 reactions and 888 catalyst types from USPTO. Predict which catalyst facilitates the given reaction. (1) Reactant: [N:1]1[NH:2][N:3]=[N:4][C:5]=1[CH2:6][NH2:7].[CH3:8][C:9]([O:12][C:13](O[C:13]([O:12][C:9]([CH3:11])([CH3:10])[CH3:8])=[O:14])=[O:14])([CH3:11])[CH3:10].[OH-].[Na+].Cl. Product: [C:9]([O:12][C:13](=[O:14])[NH:7][CH2:6][C:5]1[N:1]=[N:2][NH:3][N:4]=1)([CH3:11])([CH3:10])[CH3:8]. The catalyst class is: 6. (2) Reactant: Br[C:2]1[CH:3]=[C:4]([F:9])[C:5]([Cl:8])=[N:6][CH:7]=1.[Cl-].[Li+].[CH:12]([Mg]Cl)([CH3:14])[CH3:13].C(Br)C=C. Product: [CH2:14]([C:2]1[CH:3]=[C:4]([F:9])[C:5]([Cl:8])=[N:6][CH:7]=1)[CH:12]=[CH2:13]. The catalyst class is: 356. (3) Reactant: Br[C:2]1[CH:24]=[C:23]([F:25])[CH:22]=[CH:21][C:3]=1[O:4][CH2:5][C:6]([N:8]([CH:18]([CH3:20])[CH3:19])[NH:9][C:10](=[O:17])[C:11]1[CH:16]=[CH:15][CH:14]=[CH:13][CH:12]=1)=[O:7].C([O-])([O-])=O.[Na+].[Na+].[CH:32]([C:35]1[CH:40]=[CH:39][CH:38]=[CH:37][C:36]=1B(O)O)([CH3:34])[CH3:33]. Product: [F:25][C:23]1[CH:22]=[CH:21][C:3]([O:4][CH2:5][C:6]([N:8]([CH:18]([CH3:20])[CH3:19])[NH:9][C:10](=[O:17])[C:11]2[CH:16]=[CH:15][CH:14]=[CH:13][CH:12]=2)=[O:7])=[C:2]([C:36]2[CH:37]=[CH:38][CH:39]=[CH:40][C:35]=2[CH:32]([CH3:34])[CH3:33])[CH:24]=1. The catalyst class is: 57. (4) Reactant: O=C[C@@H:3]([C@H:5]([C@@H:7]([C@@H:9]([CH2:11][OH:12])[OH:10])[OH:8])O)O.C1C=[N+]([C@@H]2[O:23][C@H:22](COP(OP(OC[C@H]3O[C@@H](N4C5N=CN=C(N)C=5N=C4)[C@H](OP(O)(O)=O)[C@@H]3O)(O)=O)(O)=O)[C@@H:21](O)[C@H]2O)C=C(C(N)=O)C=1.[Cl-].[K+].[C:63](#N)[CH3:64]. Product: [CH2:22]([O:23][C:7]1([O:8][CH2:63][CH3:64])[CH2:5][CH2:3][O:12][CH2:11][C@@H:9]1[OH:10])[CH3:21]. The catalyst class is: 11.